From a dataset of Forward reaction prediction with 1.9M reactions from USPTO patents (1976-2016). Predict the product of the given reaction. (1) Given the reactants [Cl:1][C:2]1[CH:3]=[C:4]([C:8]2[C:13]([O:14][CH3:15])=[CH:12][CH:11]=[C:10]([C:16]([C:18]3[CH:23]=[CH:22][C:21]([N+:24]([O-])=O)=[CH:20][CH:19]=3)=[O:17])[CH:9]=2)[CH:5]=[CH:6][CH:7]=1.[NH4+].[Cl-], predict the reaction product. The product is: [NH2:24][C:21]1[CH:20]=[CH:19][C:18]([C:16]([C:10]2[CH:9]=[C:8]([C:4]3[CH:5]=[CH:6][CH:7]=[C:2]([Cl:1])[CH:3]=3)[C:13]([O:14][CH3:15])=[CH:12][CH:11]=2)=[O:17])=[CH:23][CH:22]=1. (2) Given the reactants C[O:2][C:3](=[O:34])[CH2:4][C:5]1[CH:10]=[CH:9][C:8]([C:11]#[C:12][C:13]2[CH:14]=[C:15]3[C:20](=[C:21]([CH2:23][C:24]#[C:25][Si](C)(C)C)[CH:22]=2)[O:19][C:18]([CH3:31])([CH3:30])[CH2:17][C:16]3([CH3:33])[CH3:32])=[CH:7][CH:6]=1.CO.O1CCCC1.O.[OH-].[Li+], predict the reaction product. The product is: [CH3:30][C:18]1([CH3:31])[CH2:17][C:16]([CH3:32])([CH3:33])[C:15]2[C:20](=[C:21]([CH2:23][C:24]#[CH:25])[CH:22]=[C:13]([C:12]#[C:11][C:8]3[CH:7]=[CH:6][C:5]([CH2:4][C:3]([OH:34])=[O:2])=[CH:10][CH:9]=3)[CH:14]=2)[O:19]1. (3) Given the reactants [CH2:1]([NH2:3])[CH3:2].[C:4]([C:8]1[C:12]([CH:13]=O)=[CH:11][N:10]([CH2:15][C:16]([NH:18][C:19]2[S:23][C:22]3[CH2:24][CH2:25][CH2:26][CH2:27][C:21]=3[C:20]=2[C:28]([NH2:30])=[O:29])=[O:17])[N:9]=1)([CH3:7])([CH3:6])[CH3:5].C(O)(=O)C.C(O[BH-](OC(=O)C)OC(=O)C)(=O)C.[Na+], predict the reaction product. The product is: [C:4]([C:8]1[C:12]([CH2:13][NH:3][CH2:1][CH3:2])=[CH:11][N:10]([CH2:15][C:16]([NH:18][C:19]2[S:23][C:22]3[CH2:24][CH2:25][CH2:26][CH2:27][C:21]=3[C:20]=2[C:28]([NH2:30])=[O:29])=[O:17])[N:9]=1)([CH3:7])([CH3:5])[CH3:6]. (4) Given the reactants [NH2:1][C:2]1[CH:22]=[CH:21][C:5]([O:6][C:7]2[CH:12]=[CH:11][N:10]=[C:9]([NH:13][C:14]([N:16]3[CH2:20][CH2:19][CH2:18][CH2:17]3)=[O:15])[CH:8]=2)=[C:4]([F:23])[CH:3]=1.Cl[C:25](OC(Cl)(Cl)Cl)=[O:26], predict the reaction product. The product is: [F:23][C:4]1[CH:3]=[C:2]([N:1]=[C:25]=[O:26])[CH:22]=[CH:21][C:5]=1[O:6][C:7]1[CH:12]=[CH:11][N:10]=[C:9]([NH:13][C:14]([N:16]2[CH2:17][CH2:18][CH2:19][CH2:20]2)=[O:15])[CH:8]=1. (5) Given the reactants [F:1][C:2]1[N:7]=[C:6]([NH:8]C(=O)C(C)(C)C)[C:5]([CH:15](O)[CH:16]([CH:21]2[CH2:26][CH2:25][N:24](C(OC(C)(C)C)=O)[CH2:23][CH2:22]2)[C:17](OC)=[O:18])=[CH:4][CH:3]=1.[ClH:35], predict the reaction product. The product is: [ClH:35].[F:1][C:2]1[N:7]=[C:6]2[C:5]([CH:15]=[C:16]([CH:21]3[CH2:26][CH2:25][NH:24][CH2:23][CH2:22]3)[C:17](=[O:18])[NH:8]2)=[CH:4][CH:3]=1.